This data is from NCI-60 drug combinations with 297,098 pairs across 59 cell lines. The task is: Regression. Given two drug SMILES strings and cell line genomic features, predict the synergy score measuring deviation from expected non-interaction effect. (1) Drug 1: CN(C)C1=NC(=NC(=N1)N(C)C)N(C)C. Drug 2: C1CC(=O)NC(=O)C1N2C(=O)C3=CC=CC=C3C2=O. Cell line: HL-60(TB). Synergy scores: CSS=-26.6, Synergy_ZIP=1.53, Synergy_Bliss=-17.2, Synergy_Loewe=-19.1, Synergy_HSA=-20.8. (2) Drug 1: CC1=C(C(=O)C2=C(C1=O)N3CC4C(C3(C2COC(=O)N)OC)N4)N. Drug 2: CN1C=C(C=N1)C2=C3N=C(C(=C(N3N=C2)N)Br)C4CCCNC4. Cell line: NCI-H460. Synergy scores: CSS=68.3, Synergy_ZIP=4.53, Synergy_Bliss=3.05, Synergy_Loewe=2.73, Synergy_HSA=4.81.